From a dataset of Reaction yield outcomes from USPTO patents with 853,638 reactions. Predict the reaction yield, written as a fraction of the theoretical maximum amount of product (1.0 means a 100% yield; for example, 0.34 means a 34% yield). The reactants are [F:1][C:2]1[CH:3]=[C:4]2[C:9](=[CH:10][C:11]=1[F:12])[N:8]=[CH:7][C:6](/[CH:13]=[CH:14]/[C:15](=[O:30])[CH2:16][CH2:17][CH2:18][CH2:19][C:20]1[CH:29]=[CH:28][C:27]3[CH2:26][CH2:25][CH2:24][NH:23][C:22]=3[N:21]=1)=[CH:5]2.[H-].[H-].[H-].[H-].[Li+].[Al+3].O.[OH-].[Na+]. The catalyst is C1COCC1. The product is [F:1][C:2]1[CH:3]=[C:4]2[C:9](=[CH:10][C:11]=1[F:12])[N:8]=[CH:7][C:6](/[CH:13]=[CH:14]/[CH:15]([OH:30])[CH2:16][CH2:17][CH2:18][CH2:19][C:20]1[CH:29]=[CH:28][C:27]3[CH2:26][CH2:25][CH2:24][NH:23][C:22]=3[N:21]=1)=[CH:5]2. The yield is 0.750.